This data is from Reaction yield outcomes from USPTO patents with 853,638 reactions. The task is: Predict the reaction yield, written as a fraction of the theoretical maximum amount of product (1.0 means a 100% yield; for example, 0.34 means a 34% yield). (1) The reactants are [ClH:1].[Cl:2][C:3]1[C:9]([O:10][CH3:11])=[CH:8][CH:7]=[CH:6][C:4]=1[NH2:5].[C:12](O)(=O)[CH2:13][C:14](O)=O.O(Cl)[Cl:20].[P]. The catalyst is O. The product is [Cl:1][C:14]1[CH:13]=[C:12]([Cl:20])[C:6]2[C:4](=[C:3]([Cl:2])[C:9]([O:10][CH3:11])=[CH:8][CH:7]=2)[N:5]=1. The yield is 0.740. (2) The reactants are [OH:1][C:2]1[CH:11]=[C:10]([OH:12])[CH:9]=[C:8]2[C:3]=1[C:4](=[O:19])[CH:5]=[C:6]([C:13]1[CH:18]=[CH:17][CH:16]=[CH:15][CH:14]=1)[O:7]2.[C:20](OC(=O)C)(=[O:22])[CH3:21].[CH2:27]([O:29]CC)[CH3:28]. The catalyst is N1C=CC=CC=1. The product is [C:20]([O:1][C:2]1[CH:11]=[C:10]([O:12][C:27](=[O:29])[CH3:28])[CH:9]=[C:8]2[C:3]=1[C:4](=[O:19])[CH:5]=[C:6]([C:13]1[CH:18]=[CH:17][CH:16]=[CH:15][CH:14]=1)[O:7]2)(=[O:22])[CH3:21]. The yield is 0.960. (3) The reactants are [C:1]([C:4]1[CH:11]=[C:10]([CH3:12])[C:7]([C:8]#[N:9])=[C:6]([I:13])[C:5]=1[OH:14])(=[O:3])[CH3:2].[C:15](=O)([O-])[O-].[K+].[K+].CI. The catalyst is CN(C)C=O.C(OCC)(=O)C. The product is [C:1]([C:4]1[CH:11]=[C:10]([CH3:12])[C:7]([C:8]#[N:9])=[C:6]([I:13])[C:5]=1[O:14][CH3:15])(=[O:3])[CH3:2]. The yield is 0.960. (4) The reactants are [F:1][C:2]1[CH:3]=[C:4]([C:26]([O:28]CC)=O)[C:5]2[C:6](=O)[CH:7]([C:18]3[CH:23]=[CH:22][C:21]([F:24])=[CH:20][CH:19]=3)[CH:8]([C:12]3[N:13]([CH3:17])[CH:14]=[CH:15][N:16]=3)[NH:9][C:10]=2[CH:11]=1.O.[NH2:32][NH2:33]. The catalyst is CO. The product is [F:1][C:2]1[CH:11]=[C:10]2[NH:9][CH:8]([C:12]3[N:13]([CH3:17])[CH:14]=[CH:15][N:16]=3)[CH:7]([C:18]3[CH:23]=[CH:22][C:21]([F:24])=[CH:20][CH:19]=3)[C:6]3=[N:32][NH:33][C:26](=[O:28])[C:4]([CH:3]=1)=[C:5]23. The yield is 0.140. (5) The reactants are [O:1]=[C:2]1[C:10]2[C:5](=[CH:6][CH:7]=[CH:8][CH:9]=2)[C:4](=[O:11])[N:3]1[CH2:12][C:13]1[N:18]=[C:17]([C:19]#[N:20])[CH:16]=[CH:15][CH:14]=1.[C:21](OC)(=[O:29])[C:22]1[C:23](=[CH:25][CH:26]=[CH:27][CH:28]=1)[SH:24].C(N(CC)CC)C. The catalyst is C1(C)C=CC=CC=1. The product is [O:29]=[C:21]1[C:22]2[CH:28]=[CH:27][CH:26]=[CH:25][C:23]=2[S:24][C:19]([C:17]2[N:18]=[C:13]([CH2:12][N:3]3[C:2](=[O:1])[C:10]4[C:5](=[CH:6][CH:7]=[CH:8][CH:9]=4)[C:4]3=[O:11])[CH:14]=[CH:15][CH:16]=2)=[N:20]1. The yield is 0.780. (6) The reactants are [F:1][C:2]1[CH:3]=[CH:4][C:5]([CH3:30])=[C:6]([C:8]2[CH:17]=[C:16]3[C:11]([CH:12]=[C:13]([NH:18][C:19]4[CH:20]=[C:21]([CH:26]=[C:27]([CH3:29])[N:28]=4)[C:22](OC)=[O:23])[N:14]=[CH:15]3)=[CH:10][CH:9]=2)[CH:7]=1.[AlH4-].[Li+]. The catalyst is O1CCCC1. The product is [F:1][C:2]1[CH:3]=[CH:4][C:5]([CH3:30])=[C:6]([C:8]2[CH:17]=[C:16]3[C:11]([CH:12]=[C:13]([NH:18][C:19]4[CH:20]=[C:21]([CH2:22][OH:23])[CH:26]=[C:27]([CH3:29])[N:28]=4)[N:14]=[CH:15]3)=[CH:10][CH:9]=2)[CH:7]=1. The yield is 0.410.